Task: Regression. Given a peptide amino acid sequence and an MHC pseudo amino acid sequence, predict their binding affinity value. This is MHC class I binding data.. Dataset: Peptide-MHC class I binding affinity with 185,985 pairs from IEDB/IMGT (1) The peptide sequence is KMFCQLAKT. The MHC is HLA-A02:01 with pseudo-sequence HLA-A02:01. The binding affinity (normalized) is 0.463. (2) The peptide sequence is NTCDGNTFTY. The MHC is HLA-A30:02 with pseudo-sequence HLA-A30:02. The binding affinity (normalized) is 0.